Dataset: Peptide-MHC class II binding affinity with 134,281 pairs from IEDB. Task: Regression. Given a peptide amino acid sequence and an MHC pseudo amino acid sequence, predict their binding affinity value. This is MHC class II binding data. (1) The peptide sequence is AAHRARANESATILM. The MHC is DRB1_0301 with pseudo-sequence DRB1_0301. The binding affinity (normalized) is 0.423. (2) The peptide sequence is CGIYLFNWAVKTKLKLTPLP. The MHC is DRB4_0101 with pseudo-sequence DRB4_0103. The binding affinity (normalized) is 0.342. (3) The peptide sequence is LSEMKEAFHGLDVKF. The MHC is HLA-DQA10501-DQB10402 with pseudo-sequence HLA-DQA10501-DQB10402. The binding affinity (normalized) is 0.459. (4) The peptide sequence is DRWLDLRYVGPASAD. The MHC is DRB3_0202 with pseudo-sequence DRB3_0202. The binding affinity (normalized) is 0.228. (5) The peptide sequence is YDKFLANVSTVLTYK. The MHC is DRB1_0401 with pseudo-sequence DRB1_0401. The binding affinity (normalized) is 0.615. (6) The peptide sequence is GELELQFRRVKCKYP. The MHC is HLA-DQA10201-DQB10202 with pseudo-sequence HLA-DQA10201-DQB10202. The binding affinity (normalized) is 0.0284. (7) The peptide sequence is GKKEEKKEEKKESGD. The MHC is DRB1_0802 with pseudo-sequence DRB1_0802. The binding affinity (normalized) is 0.143.